From a dataset of Catalyst prediction with 721,799 reactions and 888 catalyst types from USPTO. Predict which catalyst facilitates the given reaction. (1) Reactant: C(OC([N:8]1[CH2:12][CH2:11][CH2:10][CH:9]1[C:13]1[CH:17]=[C:16]([C:18]2[CH:23]=[CH:22][CH:21]=[C:20]([Cl:24])[CH:19]=2)[O:15][N:14]=1)=O)(C)(C)C.FC(F)(F)C(O)=O. The catalyst class is: 4. Product: [Cl:24][C:20]1[CH:19]=[C:18]([C:16]2[O:15][N:14]=[C:13]([CH:9]3[CH2:10][CH2:11][CH2:12][NH:8]3)[CH:17]=2)[CH:23]=[CH:22][CH:21]=1. (2) The catalyst class is: 2. Reactant: [CH2:1]([N:3]([C:7]1[CH:12]=[CH:11][C:10]([C:13]2[C:37]3[C:32](=[CH:33][CH:34]=[CH:35][CH:36]=3)[C:16]3[O:17][C:18]4([C:28]([CH3:30])([CH3:29])[C:27]5[C:22](=[CH:23][CH:24]=[CH:25][CH:26]=5)[N:21]4[CH3:31])[CH:19]=[N:20][C:15]=3[CH:14]=2)=[CH:9][CH:8]=1)[CH2:4][CH2:5][OH:6])[CH3:2].C(N(CC)CC)C.[C:45](Cl)(=[O:48])[CH2:46][CH3:47]. Product: [C:45]([O:6][CH2:5][CH2:4][N:3]([CH2:1][CH3:2])[C:7]1[CH:12]=[CH:11][C:10]([C:13]2[C:37]3[C:32](=[CH:33][CH:34]=[CH:35][CH:36]=3)[C:16]3[O:17][C:18]4([C:28]([CH3:29])([CH3:30])[C:27]5[C:22](=[CH:23][CH:24]=[CH:25][CH:26]=5)[N:21]4[CH3:31])[CH:19]=[N:20][C:15]=3[CH:14]=2)=[CH:9][CH:8]=1)(=[O:48])[CH2:46][CH3:47]. (3) Reactant: [NH2:1][C:2]1[CH:7]=[CH:6][C:5]([C@H:8]2[CH2:14][N:13]([C:15]([O:17][C:18]([CH3:21])([CH3:20])[CH3:19])=[O:16])[CH2:12][CH2:11][CH2:10][O:9]2)=[CH:4][CH:3]=1.[Cl:22][C:23]1[CH:24]=[C:25]([CH:29]=[CH:30][CH:31]=1)[C:26](O)=[O:27].CN1CCOCC1.CN(C(ON1N=NC2C=CC=CC1=2)=[N+](C)C)C.F[P-](F)(F)(F)(F)F. Product: [Cl:22][C:23]1[CH:24]=[C:25]([CH:29]=[CH:30][CH:31]=1)[C:26]([NH:1][C:2]1[CH:7]=[CH:6][C:5]([C@H:8]2[CH2:14][N:13]([C:15]([O:17][C:18]([CH3:21])([CH3:20])[CH3:19])=[O:16])[CH2:12][CH2:11][CH2:10][O:9]2)=[CH:4][CH:3]=1)=[O:27]. The catalyst class is: 132. (4) Reactant: [CH3:1][C:2]1([CH3:17])[C:14]2[C:13]3[CH:12]=[C:11]([CH3:15])[CH:10]=[CH:9][C:8]=3[NH:7][C:6]=2[CH2:5][CH2:4][N:3]1[CH3:16].[H-].[Na+].[O:20]1[CH2:22][CH:21]1[C:23]1[CH:28]=[CH:27][N:26]=[CH:25][CH:24]=1. Product: [N:26]1[CH:27]=[CH:28][C:23]([CH:21]([OH:20])[CH2:22][N:7]2[C:8]3[CH:9]=[CH:10][C:11]([CH3:15])=[CH:12][C:13]=3[C:14]3[C:2]([CH3:17])([CH3:1])[N:3]([CH3:16])[CH2:4][CH2:5][C:6]2=3)=[CH:24][CH:25]=1. The catalyst class is: 3. (5) Reactant: [CH:1]1([NH:7][C:8]([NH:10][C:11]2[N:12]=[C:13]3[C:19]([C:20]([CH3:22])=[CH2:21])=[CH:18][N:17]([CH2:23][O:24][CH2:25][CH2:26][Si:27]([CH3:30])([CH3:29])[CH3:28])[C:14]3=[N:15][CH:16]=2)=[O:9])[CH2:6][CH2:5][CH2:4][CH2:3][CH2:2]1. Product: [CH:1]1([NH:7][C:8]([NH:10][C:11]2[N:12]=[C:13]3[C:19]([CH:20]([CH3:21])[CH3:22])=[CH:18][N:17]([CH2:23][O:24][CH2:25][CH2:26][Si:27]([CH3:30])([CH3:29])[CH3:28])[C:14]3=[N:15][CH:16]=2)=[O:9])[CH2:6][CH2:5][CH2:4][CH2:3][CH2:2]1. The catalyst class is: 19.